Dataset: HIV replication inhibition screening data with 41,000+ compounds from the AIDS Antiviral Screen. Task: Binary Classification. Given a drug SMILES string, predict its activity (active/inactive) in a high-throughput screening assay against a specified biological target. (1) The molecule is O=c1c(F)cn(Cc2c(Cl)cccc2Cl)c(=O)n1Cc1c(Cl)cccc1Cl. The result is 0 (inactive). (2) The compound is COC(=O)C(c1ccccc1)C(SCc1ccccc1)c1ccccc1. The result is 0 (inactive). (3) The drug is Cc1nc(NCCNCCO)nc2c1C(=O)Nc1ccccc1N2. The result is 0 (inactive). (4) The compound is CC(C)N(C(=O)c1ccc(NCc2cc(O)ccc2O)cc1)C(C)C. The result is 0 (inactive). (5) The result is 0 (inactive). The molecule is O=C(OCC1CC(C2(O)CCCCC2)C(=O)O1)c1ccccc1. (6) The drug is c1ncc(C23C4C5C6C4C2C6C53)[nH]1. The result is 0 (inactive).